From a dataset of Full USPTO retrosynthesis dataset with 1.9M reactions from patents (1976-2016). Predict the reactants needed to synthesize the given product. (1) Given the product [Cl:1][C:2]1[CH:3]=[CH:4][C:5]([NH:12][C:13]2[CH:14]=[C:15]3[C:19](=[CH:20][CH:21]=2)[N:18]([CH2:22][C:23]2[CH:28]=[CH:27][CH:26]=[C:25]([N:29]4[CH2:30][CH2:31][O:32][CH2:33][CH2:34]4)[CH:24]=2)[CH:17]=[CH:16]3)=[C:6]([CH:11]=1)[C:7]([OH:9])=[O:8], predict the reactants needed to synthesize it. The reactants are: [Cl:1][C:2]1[CH:3]=[CH:4][C:5]([NH:12][C:13]2[CH:14]=[C:15]3[C:19](=[CH:20][CH:21]=2)[N:18]([CH2:22][C:23]2[CH:28]=[CH:27][CH:26]=[C:25]([N:29]4[CH2:34][CH2:33][O:32][CH2:31][CH2:30]4)[CH:24]=2)[CH:17]=[CH:16]3)=[C:6]([CH:11]=1)[C:7]([O:9]C)=[O:8].[OH-].[Na+].O.Cl. (2) Given the product [CH3:3][C:4]1[N:5]=[C:6]2[N:7]([C:14](=[S:15])[NH:11][CH2:10][CH2:9]2)[N:8]=1, predict the reactants needed to synthesize it. The reactants are: Cl.Cl.[CH3:3][C:4]1[NH:8][N:7]=[C:6]([CH2:9][CH2:10][NH2:11])[N:5]=1.[OH-].[Na+].[C:14](=S)=[S:15].ClC(OCC)=O. (3) Given the product [Si:1]([O:18][C:19]1[CH:27]=[C:26]2[C:22]([C:23]([CH2:28][CH3:29])=[N:24][N:25]2[C:42]([O:41][C:38]([CH3:40])([CH3:39])[CH3:37])=[O:43])=[CH:21][CH:20]=1)([C:14]([CH3:17])([CH3:16])[CH3:15])([C:2]1[CH:7]=[CH:6][CH:5]=[CH:4][CH:3]=1)[C:8]1[CH:9]=[CH:10][CH:11]=[CH:12][CH:13]=1, predict the reactants needed to synthesize it. The reactants are: [Si:1]([O:18][C:19]1[CH:27]=[C:26]2[C:22]([C:23]([CH2:28][CH3:29])=[N:24][NH:25]2)=[CH:21][CH:20]=1)([C:14]([CH3:17])([CH3:16])[CH3:15])([C:8]1[CH:13]=[CH:12][CH:11]=[CH:10][CH:9]=1)[C:2]1[CH:7]=[CH:6][CH:5]=[CH:4][CH:3]=1.C(N(CC)CC)C.[CH3:37][C:38]([O:41][C:42](O[C:42]([O:41][C:38]([CH3:40])([CH3:39])[CH3:37])=[O:43])=[O:43])([CH3:40])[CH3:39]. (4) Given the product [F:45][C:31]1[C:32]([NH:34][C:35]2[CH:40]=[CH:39][C:38]([O:41][CH:42]([CH3:44])[CH3:43])=[CH:37][CH:36]=2)=[N:33][C:28]([NH:46][C:47]2[CH:48]=[CH:49][C:50]3[O:54][CH:53]([C:55]([O:57][CH3:58])=[O:56])[CH2:52][C:51]=3[CH:59]=2)=[N:29][CH:30]=1, predict the reactants needed to synthesize it. The reactants are: C1COC2C=CC(NC3C(F)=CN=C(NC4C=CC=C(O)C=4)N=3)=CC=2O1.Cl[C:28]1[N:33]=[C:32]([NH:34][C:35]2[CH:40]=[CH:39][C:38]([O:41][CH:42]([CH3:44])[CH3:43])=[CH:37][CH:36]=2)[C:31]([F:45])=[CH:30][N:29]=1.[NH2:46][C:47]1[CH:48]=[CH:49][C:50]2[O:54][CH:53]([C:55]([O:57][CH3:58])=[O:56])[CH2:52][C:51]=2[CH:59]=1. (5) Given the product [N:31]1([CH2:30][C:21]2[C:22]([C:26]([F:27])([F:29])[F:28])=[CH:23][CH:24]=[C:25]3[C:20]=2[CH2:19][CH2:18][C@H:17]3[O:16][C:14]2[CH:13]=[CH:12][C:11]3[C@H:7]([CH2:6][C:5]([OH:37])=[O:4])[CH2:8][O:9][C:10]=3[CH:15]=2)[CH2:36][CH2:35][O:34][CH2:33][CH2:32]1, predict the reactants needed to synthesize it. The reactants are: [OH-].[Na+].C[O:4][C:5](=[O:37])[CH2:6][C@H:7]1[C:11]2[CH:12]=[CH:13][C:14]([O:16][C@H:17]3[C:25]4[C:20](=[C:21]([CH2:30][N:31]5[CH2:36][CH2:35][O:34][CH2:33][CH2:32]5)[C:22]([C:26]([F:29])([F:28])[F:27])=[CH:23][CH:24]=4)[CH2:19][CH2:18]3)=[CH:15][C:10]=2[O:9][CH2:8]1. (6) Given the product [Cl:1][C:2]1[C:3]([C:33]([C:36]#[N:37])([CH3:34])[CH3:35])=[CH:4][C:5]([O:30][CH2:31][CH3:32])=[C:6]([C:8]2[N:9]([C:27]([N:48]3[CH2:49][CH2:50][N:45]([CH2:44][C:43]([N:42]([CH2:52][CH2:53][O:54][CH3:55])[CH2:41][CH2:40][O:39][CH3:38])=[O:51])[CH2:46][CH2:47]3)=[O:28])[C@H:10]([C:20]3[CH:21]=[CH:22][C:23]([Cl:26])=[CH:24][CH:25]=3)[C@H:11]([C:13]3[CH:18]=[CH:17][C:16]([Cl:19])=[CH:15][CH:14]=3)[N:12]=2)[CH:7]=1, predict the reactants needed to synthesize it. The reactants are: [Cl:1][C:2]1[C:3]([C:33]([C:36]#[N:37])([CH3:35])[CH3:34])=[CH:4][C:5]([O:30][CH2:31][CH3:32])=[C:6]([C:8]2[N:9]([C:27](Cl)=[O:28])[C@H:10]([C:20]3[CH:25]=[CH:24][C:23]([Cl:26])=[CH:22][CH:21]=3)[C@H:11]([C:13]3[CH:18]=[CH:17][C:16]([Cl:19])=[CH:15][CH:14]=3)[N:12]=2)[CH:7]=1.[CH3:38][O:39][CH2:40][CH2:41][N:42]([CH2:52][CH2:53][O:54][CH3:55])[C:43](=[O:51])[CH2:44][N:45]1[CH2:50][CH2:49][NH:48][CH2:47][CH2:46]1. (7) Given the product [F:31][C:2]([F:1])([F:32])[C:3]1[CH:4]=[CH:5][C:6]([C:9]2[CH:14]=[CH:13][CH:12]=[C:11]([CH2:15][O:16][C:17](=[O:30])[C@@H:18]([NH:22][S:49]([C:46]3[CH:47]=[CH:48][C:43]([F:42])=[CH:44][CH:45]=3)(=[O:51])=[O:50])[CH2:19][O:20][CH3:21])[CH:10]=2)=[CH:7][CH:8]=1, predict the reactants needed to synthesize it. The reactants are: [F:1][C:2]([F:32])([F:31])[C:3]1[CH:8]=[CH:7][C:6]([C:9]2[CH:14]=[CH:13][CH:12]=[C:11]([CH2:15][O:16][C:17](=[O:30])[C@@H:18]([NH:22]C(OC(C)(C)C)=O)[CH2:19][O:20][CH3:21])[CH:10]=2)=[CH:5][CH:4]=1.C(N(CC)C(C)C)(C)C.[F:42][C:43]1[CH:48]=[CH:47][C:46]([S:49](Cl)(=[O:51])=[O:50])=[CH:45][CH:44]=1. (8) Given the product [OH:37][CH2:36][CH2:35][NH:34][C:25]([NH:24][C:21]1[CH:20]=[CH:19][C:18]([C:6]2[N:7]=[C:8]([N:11]3[CH2:16][CH2:15][O:14][CH2:13][C@@H:12]3[CH3:17])[C:9]3[CH2:10][N:2]([CH3:1])[CH2:3][C:4]=3[N:5]=2)=[CH:23][CH:22]=1)=[O:33], predict the reactants needed to synthesize it. The reactants are: [CH3:1][N:2]1[CH2:10][C:9]2[C:8]([N:11]3[CH2:16][CH2:15][O:14][CH2:13][C@@H:12]3[CH3:17])=[N:7][C:6]([C:18]3[CH:23]=[CH:22][C:21]([NH:24][C:25](=[O:33])OC4C=CC=CC=4)=[CH:20][CH:19]=3)=[N:5][C:4]=2[CH2:3]1.[NH2:34][CH2:35][CH2:36][OH:37]. (9) The reactants are: C(O[C:6]([N:8](C)[C:9]1[N:14]=[C:13]([CH2:15][CH:16]2[CH2:19][N:18]([C:20]3[CH:42]=[CH:41][C:23]([CH2:24][C@@H:25]([C:37]([O:39][CH3:40])=[O:38])[NH:26][C:27](=[O:36])[C:28]4[C:33]([Cl:34])=[CH:32][CH:31]=[CH:30][C:29]=4[Cl:35])=[CH:22][CH:21]=3)[CH2:17]2)[CH:12]=[CH:11][CH:10]=1)=O)(C)(C)C. Given the product [Cl:34][C:33]1[CH:32]=[CH:31][CH:30]=[C:29]([Cl:35])[C:28]=1[C:27]([NH:26][C@H:25]([C:37]([O:39][CH3:40])=[O:38])[CH2:24][C:23]1[CH:22]=[CH:21][C:20]([N:18]2[CH2:17][CH:16]([CH2:15][C:13]3[CH:12]=[CH:11][CH:10]=[C:9]([NH:8][CH3:6])[N:14]=3)[CH2:19]2)=[CH:42][CH:41]=1)=[O:36], predict the reactants needed to synthesize it. (10) The reactants are: [BrH:1].CC(C)=O.[F:6][C:7]1([F:56])[CH2:12][CH2:11][CH:10]([C:13]2[C:22]3[C@@H:21]([OH:23])[CH2:20][C:19]([CH3:25])([CH3:24])[CH2:18][C:17]=3[N:16]=[C:15]([CH:26]3[CH2:31][CH2:30][N:29]([C:32]4[N:37]=[CH:36][C:35]([O:38][CH2:39][C@@H:40]([OH:43])[CH2:41][OH:42])=[CH:34][N:33]=4)[CH2:28][CH2:27]3)[C:14]=2[C@@H:44]([F:55])[C:45]2[CH:50]=[CH:49][C:48]([C:51]([F:54])([F:53])[F:52])=[CH:47][CH:46]=2)[CH2:9][CH2:8]1. Given the product [BrH:1].[BrH:1].[F:56][C:7]1([F:6])[CH2:8][CH2:9][CH:10]([C:13]2[C:22]3[C@@H:21]([OH:23])[CH2:20][C:19]([CH3:24])([CH3:25])[CH2:18][C:17]=3[N:16]=[C:15]([CH:26]3[CH2:31][CH2:30][N:29]([C:32]4[N:37]=[CH:36][C:35]([O:38][CH2:39][C@@H:40]([OH:43])[CH2:41][OH:42])=[CH:34][N:33]=4)[CH2:28][CH2:27]3)[C:14]=2[C@@H:44]([F:55])[C:45]2[CH:50]=[CH:49][C:48]([C:51]([F:52])([F:54])[F:53])=[CH:47][CH:46]=2)[CH2:11][CH2:12]1, predict the reactants needed to synthesize it.